From a dataset of Forward reaction prediction with 1.9M reactions from USPTO patents (1976-2016). Predict the product of the given reaction. (1) Given the reactants [O:1]1[CH:5]=[CH:4][CH:3]=[C:2]1[C:6]1[C:11]([I:12])=[C:10](S(C)=O)[N:9]=[C:8]([NH2:16])[N:7]=1.[NH2:17][CH2:18][CH2:19][C:20]1[CH:25]=[CH:24][C:23]([OH:26])=[CH:22][CH:21]=1, predict the reaction product. The product is: [NH2:16][C:8]1[N:9]=[C:10]([NH:17][CH2:18][CH2:19][C:20]2[CH:25]=[CH:24][C:23]([OH:26])=[CH:22][CH:21]=2)[C:11]([I:12])=[C:6]([C:2]2[O:1][CH:5]=[CH:4][CH:3]=2)[N:7]=1. (2) Given the reactants C1(P(C2C=CC=CC=2)C2C=CC=CC=2)C=CC=CC=1.N(C(OCC)=O)=NC(OCC)=O.[CH:32]([OH:35])([CH3:34])[CH3:33].O[C:37]1[CH:42]=[CH:41][C:40]2[C:43]3([CH2:59][O:60][C:39]=2[CH:38]=1)[C:51]1[C:46](=[CH:47][CH:48]=[CH:49][CH:50]=1)[N:45]([CH2:52][C@H:53]1[CH2:57][CH2:56][CH2:55][O:54]1)[C:44]3=[O:58], predict the reaction product. The product is: [CH3:33][CH:32]([O:35][C:37]1[CH:42]=[CH:41][C:40]2[C:43]3([CH2:59][O:60][C:39]=2[CH:38]=1)[C:51]1[C:46](=[CH:47][CH:48]=[CH:49][CH:50]=1)[N:45]([CH2:52][C@H:53]1[CH2:57][CH2:56][CH2:55][O:54]1)[C:44]3=[O:58])[CH3:34]. (3) Given the reactants F[C:2]1[CH:9]=[CH:8][C:7]([C:10]([F:13])([F:12])[F:11])=[CH:6][C:3]=1[C:4]#[N:5].[F:14][C:15]1[C:20]([F:21])=[CH:19][C:18]([NH2:22])=[C:17]([N+:23]([O-:25])=[O:24])[CH:16]=1.O.[OH-].[Li+].C(OCC)(=O)C, predict the reaction product. The product is: [F:14][C:15]1[C:20]([F:21])=[CH:19][C:18]([NH:22][C:2]2[CH:9]=[CH:8][C:7]([C:10]([F:13])([F:12])[F:11])=[CH:6][C:3]=2[C:4]#[N:5])=[C:17]([N+:23]([O-:25])=[O:24])[CH:16]=1. (4) The product is: [C:1]([O:5][C:6](=[O:12])[C@H:7]([CH:9]([CH3:10])[CH3:11])[NH:8][C:21](=[O:22])[CH2:20][C:16]1[CH:15]=[N:14][CH:19]=[CH:18][CH:17]=1)([CH3:4])([CH3:3])[CH3:2]. Given the reactants [C:1]([O:5][C:6](=[O:12])[C@H:7]([CH:9]([CH3:11])[CH3:10])[NH2:8])([CH3:4])([CH3:3])[CH3:2].Cl.[N:14]1[CH:19]=[CH:18][CH:17]=[C:16]([CH2:20][C:21](O)=[O:22])[CH:15]=1.C(OP(C#N)(=O)OCC)C, predict the reaction product. (5) The product is: [CH:8]1[CH:9]=[C:1]2[C:10]3[C:11]([C:12]([OH:14])=[O:13])=[CH:15][CH:16]=[CH:17][C:18]=3[C:3](=[O:5])[C:2]2=[CH:6][CH:7]=1. Given the reactants [C:1]1([C:10]2[C:11](=[CH:15][CH:16]=[CH:17][CH:18]=2)[C:12]([OH:14])=[O:13])[C:2](=[CH:6][CH:7]=[CH:8][CH:9]=1)[C:3]([OH:5])=O, predict the reaction product. (6) Given the reactants Cl.[CH3:2][O:3][C:4]1[CH:5]=[C:6]([C:12]2[C:13]([CH3:25])([CH3:24])[C:14](=[O:23])[N:15]([CH:17]3[CH2:22][CH2:21][NH:20][CH2:19][CH2:18]3)[N:16]=2)[CH:7]=[CH:8][C:9]=1[O:10][CH3:11].[Br:26][C:27]1[C:36]2[C:31](=[CH:32][CH:33]=[CH:34][CH:35]=2)[CH:30]=[CH:29][C:28]=1[C:37](O)=[O:38], predict the reaction product. The product is: [Br:26][C:27]1[C:36]2[C:31](=[CH:32][CH:33]=[CH:34][CH:35]=2)[CH:30]=[CH:29][C:28]=1[C:37]([N:20]1[CH2:21][CH2:22][CH:17]([N:15]2[C:14](=[O:23])[C:13]([CH3:25])([CH3:24])[C:12]([C:6]3[CH:7]=[CH:8][C:9]([O:10][CH3:11])=[C:4]([O:3][CH3:2])[CH:5]=3)=[N:16]2)[CH2:18][CH2:19]1)=[O:38].